Dataset: Kinase inhibitor bioactivity data combining Ki, Kd, and IC50 measurements. Task: Regression. Given a target protein amino acid sequence and a drug SMILES string, predict the binding affinity score between them. We predict KIBA score (integrated kinase binding score). Dataset: kiba. (1) The small molecule is Cn1nc(N)c2c(-c3ccc(NC(=O)Nc4cccc(C(F)(F)F)c4)cc3)cncc21. The target protein (Q9H3Y6) has sequence MEPFLRRRLAFLSFFWDKIWPAGGEPDHGTPGSLDPNTDPVPTLPAEPCSPFPQLFLALYDFTARCGGELSVRRGDRLCALEEGGGYIFARRLSGQPSAGLVPITHVAKASPETLSDQPWYFSGVSRTQAQQLLLSPPNEPGAFLIRPSESSLGGYSLSVRAQAKVCHYRVSMAADGSLYLQKGRLFPGLEELLTYYKANWKLIQNPLLQPCMPQKAPRQDVWERPHSEFALGRKLGEGYFGEVWEGLWLGSLPVAIKVIKSANMKLTDLAKEIQTLKGLRHERLIRLHAVCSGGEPVYIVTELMRKGNLQAFLGTPEGRALRLPPLLGFACQVAEGMSYLEEQRVVHRDLAARNVLVDDGLACKVADFGLARLLKDDIYSPSSSSKIPVKWTAPEAANYRVFSQKSDVWSFGVLLHEVFTYGQCPYEGMTNHETLQQIMRGYRLPRPAACPAEVYVLMLECWRSSPEERPSFATLREKLHAIHRCHP. The KIBA score is 11.9. (2) The compound is O=C(Nc1cc(C(F)(F)F)cc(C(F)(F)F)c1)c1cc(Cl)ccc1O. The target protein (O96017) has sequence MSRESDVEAQQSHGSSACSQPHGSVTQSQGSSSQSQGISSSSTSTMPNSSQSSHSSSGTLSSLETVSTQELYSIPEDQEPEDQEPEEPTPAPWARLWALQDGFANLECVNDNYWFGRDKSCEYCFDEPLLKRTDKYRTYSKKHFRIFREVGPKNSYIAYIEDHSGNGTFVNTELVGKGKRRPLNNNSEIALSLSRNKVFVFFDLTVDDQSVYPKALRDEYIMSKTLGSGACGEVKLAFERKTCKKVAIKIISKRKFAIGSAREADPALNVETEIEILKKLNHPCIIKIKNFFDAEDYYIVLELMEGGELFDKVVGNKRLKEATCKLYFYQMLLAVQYLHENGIIHRDLKPENVLLSSQEEDCLIKITDFGHSKILGETSLMRTLCGTPTYLAPEVLVSVGTAGYNRAVDCWSLGVILFICLSGYPPFSEHRTQVSLKDQITSGKYNFIPEVWAEVSEKALDLVKKLLVVDPKARFTTEEALRHPWLQDEDMKRKFQDLLS.... The KIBA score is 11.1. (3) The drug is CN(C)C1CCCN(c2ccc(C(F)(F)F)cc2NC(=O)c2cc(C#Cc3cnc(N)nc3)ccc2F)C1. The target protein (Q00535) has sequence MQKYEKLEKIGEGTYGTVFKAKNRETHEIVALKRVRLDDDDEGVPSSALREICLLKELKHKNIVRLHDVLHSDKKLTLVFEFCDQDLKKYFDSCNGDLDPEIVKSFLFQLLKGLGFCHSRNVLHRDLKPQNLLINRNGELKLADFGLARAFGIPVRCYSAEVVTLWYRPPDVLFGAKLYSTSIDMWSAGCIFAELANAGRPLFPGNDVDDQLKRIFRLLGTPTEEQWPSMTKLPDYKPYPMYPATTSLVNVVPKLNATGRDLLQNLLKCNPVQRISAEEALQHPYFSDFCPP. The KIBA score is 10.1. (4) The target protein (O15530) has sequence MARTTSQLYDAVPIQSSVVLCSCPSPSMVRTQTESSTPPGIPGGSRQGPAMDGTAAEPRPGAGSLQHAQPPPQPRKKRPEDFKFGKILGEGSFSTVVLARELATSREYAIKILEKRHIIKENKVPYVTRERDVMSRLDHPFFVKLYFTFQDDEKLYFGLSYAKNGELLKYIRKIGSFDETCTRFYTAEIVSALEYLHGKGIIHRDLKPENILLNEDMHIQITDFGTAKVLSPESKQARANSFVGTAQYVSPELLTEKSACKSSDLWALGCIIYQLVAGLPPFRAGNEYLIFQKIIKLEYDFPEKFFPKARDLVEKLLVLDATKRLGCEEMEGYGPLKAHPFFESVTWENLHQQTPPKLTAYLPAMSEDDEDCYGNYDNLLSQFGCMQVSSSSSSHSLSASDTGLPQRSGSNIEQYIHDLDSNSFELDLQFSEDEKRLLLEKQAGGNPWHQFVENNLILKMGPVDKRKGLFARRRQLLLTEGPHLYYVDPVNKVLKGEIPW.... The drug is NCCCNS(=O)(=O)c1cccc(C(=O)Nc2ccc(-c3n[nH]c(=O)c4ccccc34)cc2)c1. The KIBA score is 11.5. (5) The compound is Cc1cccc(NC(=O)Nc2ccc(-c3csc4c(C#CC(C)(C)N)cnc(N)c34)cc2)c1. The target protein (Q8TDC3) has sequence MSSGAKEGGGGSPAYHLPHPHPHPPQHAQYVGPYRLEKTLGKGQTGLVKLGVHCITGQKVAIKIVNREKLSESVLMKVEREIAILKLIEHPHVLKLHDVYENKKYLYLVLEHVSGGELFDYLVKKGRLTPKEARKFFRQIVSALDFCHSYSICHRDLKPENLLLDEKNNIRIADFGMASLQVGDSLLETSCGSPHYACPEVIKGEKYDGRRADMWSCGVILFALLVGALPFDDDNLRQLLEKVKRGVFHMPHFIPPDCQSLLRGMIEVEPEKRLSLEQIQKHPWYLGGKHEPDPCLEPAPGRRVAMRSLPSNGELDPDVLESMASLGCFRDRERLHRELRSEEENQEKMIYYLLLDRKERYPSCEDQDLPPRNDVDPPRKRVDSPMLSRHGKRRPERKSMEVLSITDAGGGGSPVPTRRALEMAQHSQRSRSVSGASTGLSSSPLSSPRSPVFSFSPEPGAGDEARGGGSPTSKTQTLPSRGPRGGGAGEQPPPPSARST.... The KIBA score is 11.2. (6) The drug is COC(C(=O)N1Cc2[nH]nc(NC(=O)c3ccc(N4CCN(C)CC4)cc3)c2C1)c1ccccc1. The target protein (P50613) has sequence MALDVKSRAKRYEKLDFLGEGQFATVYKARDKNTNQIVAIKKIKLGHRSEAKDGINRTALREIKLLQELSHPNIIGLLDAFGHKSNISLVFDFMETDLEVIIKDNSLVLTPSHIKAYMLMTLQGLEYLHQHWILHRDLKPNNLLLDENGVLKLADFGLAKSFGSPNRAYTHQVVTRWYRAPELLFGARMYGVGVDMWAVGCILAELLLRVPFLPGDSDLDQLTRIFETLGTPTEEQWPDMCSLPDYVTFKSFPGIPLHHIFSAAGDDLLDLIQGLFLFNPCARITATQALKMKYFSNRPGPTPGCQLPRPNCPVETLKEQSNPALAIKRKRTEALEQGGLPKKLIF. The KIBA score is 14.1. (7) The small molecule is COc1nccc(-c2c(-c3ccc(F)cc3)ncn2C2CCNCC2)n1. The target protein (P29317) has sequence MELQAARACFALLWGCALAAAAAAQGKEVVLLDFAAAGGELGWLTHPYGKGWDLMQNIMNDMPIYMYSVCNVMSGDQDNWLRTNWVYRGEAERIFIELKFTVRDCNSFPGGASSCKETFNLYYAESDLDYGTNFQKRLFTKIDTIAPDEITVSSDFEARHVKLNVEERSVGPLTRKGFYLAFQDIGACVALLSVRVYYKKCPELLQGLAHFPETIAGSDAPSLATVAGTCVDHAVVPPGGEEPRMHCAVDGEWLVPIGQCLCQAGYEKVEDACQACSPGFFKFEASESPCLECPEHTLPSPEGATSCECEEGFFRAPQDPASMPCTRPPSAPHYLTAVGMGAKVELRWTPPQDSGGREDIVYSVTCEQCWPESGECGPCEASVRYSEPPHGLTRTSVTVSDLEPHMNYTFTVEARNGVSGLVTSRSFRTASVSINQTEPPKVRLEGRSTTSLSVSWSIPPPQQSRVWKYEVTYRKKGDSNSYNVRRTEGFSVTLDDLAPD.... The KIBA score is 11.6. (8) The drug is Cc1nccn2c(-c3ccnc(NCCC(C)(C)O)n3)c(-c3ccc(F)cc3F)nc12. The target protein (P51451) has sequence MGLVSSKKPDKEKPIKEKDKGQWSPLKVSAQDKDAPPLPPLVVFNHLTPPPPDEHLDEDKHFVVALYDYTAMNDRDLQMLKGEKLQVLKGTGDWWLARSLVTGREGYVPSNFVARVESLEMERWFFRSQGRKEAERQLLAPINKAGSFLIRESETNKGAFSLSVKDVTTQGELIKHYKIRCLDEGGYYISPRITFPSLQALVQHYSKKGDGLCQRLTLPCVRPAPQNPWAQDEWEIPRQSLRLVRKLGSGQFGEVWMGYYKNNMKVAIKTLKEGTMSPEAFLGEANVMKALQHERLVRLYAVVTKEPIYIVTEYMARGCLLDFLKTDEGSRLSLPRLIDMSAQIAEGMAYIERMNSIHRDLRAANILVSEALCCKIADFGLARIIDSEYTAQEGAKFPIKWTAPEAIHFGVFTIKADVWSFGVLLMEVVTYGRVPYPGMSNPEVIRNLERGYRMPRPDTCPPELYRGVIAECWRSRPEERPTFEFLQSVLEDFYTATERQ.... The KIBA score is 11.9. (9) The drug is OCCNc1cc2cc(-c3cccnc3)ccc2cn1. The target protein (Q14012) has sequence MLGAVEGPRWKQAEDIRDIYDFRDVLGTGAFSEVILAEDKRTQKLVAIKCIAKEALEGKEGSMENEIAVLHKIKHPNIVALDDIYESGGHLYLIMQLVSGGELFDRIVEKGFYTERDASRLIFQVLDAVKYLHDLGIVHRDLKPENLLYYSLDEDSKIMISDFGLSKMEDPGSVLSTACGTPGYVAPEVLAQKPYSKAVDCWSIGVIAYILLCGYPPFYDENDAKLFEQILKAEYEFDSPYWDDISDSAKDFIRHLMEKDPEKRFTCEQALQHPWIAGDTALDKNIHQSVSEQIKKNFAKSKWKQAFNATAVVRHMRKLQLGTSQEGQGQTASHGELLTPVAGGPAAGCCCRDCCVEPGTELSPTLPHQL. The KIBA score is 11.3.